The task is: Predict the reaction yield, written as a fraction of the theoretical maximum amount of product (1.0 means a 100% yield; for example, 0.34 means a 34% yield).. This data is from Reaction yield outcomes from USPTO patents with 853,638 reactions. (1) The reactants are N[C:2]1[CH:3]=[C:4]2[C:9](=[CH:10][CH:11]=1)[N:8]=[CH:7][CH2:6][C:5]2=[O:12].[CH2:13]=O.[BH3-][C:16]#[N:17].[Na+].Cl. The catalyst is CCO. The product is [CH3:13][N:17]([CH3:16])[C:2]1[CH:3]=[C:4]2[C:9](=[CH:10][CH:11]=1)[N:8]=[CH:7][CH2:6][C:5]2=[O:12]. The yield is 0.600. (2) The reactants are [C:1]([O:5][C:6]([NH:8][CH2:9][C@H:10]1[CH2:15][CH2:14][C@H:13]([CH2:16][NH:17][C:18]([C:20]2[C:29]3[C:24](=[CH:25][CH:26]=[CH:27][CH:28]=3)[N:23]=[C:22]([C:30]3[CH:54]=[CH:53][C:33]([CH2:34][NH:35]C(=O)OCC4C5C=CC=CC=5C5C4=CC=CC=5)=[CH:32][CH:31]=3)[CH:21]=2)=[O:19])[CH2:12][CH2:11]1)=[O:7])([CH3:4])([CH3:3])[CH3:2].N1CCCCC1.CS(C)=[O:63]. The catalyst is C(Cl)Cl. The product is [C:18]([OH:63])(=[O:19])[CH3:20].[NH2:35][CH2:34][C:33]1[CH:32]=[CH:31][C:30]([C:22]2[CH:21]=[C:20]([C:18]([NH:17][CH2:16][C@H:13]3[CH2:14][CH2:15][C@H:10]([CH2:9][NH:8][C:6](=[O:7])[O:5][C:1]([CH3:3])([CH3:2])[CH3:4])[CH2:11][CH2:12]3)=[O:19])[C:29]3[C:24](=[CH:25][CH:26]=[CH:27][CH:28]=3)[N:23]=2)=[CH:54][CH:53]=1. The yield is 0.320. (3) The reactants are [Br:1][C:2]1[CH:3]=[CH:4][C:5](F)=[C:6]([N+:8]([O-:10])=[O:9])[CH:7]=1.[CH3:12][NH:13][CH2:14][CH2:15][OH:16].C([O-])([O-])=O.[K+].[K+]. The catalyst is CN(C=O)C.O. The product is [Br:1][C:2]1[CH:3]=[CH:4][C:5]([N:13]([CH3:12])[CH2:14][CH2:15][OH:16])=[C:6]([N+:8]([O-:10])=[O:9])[CH:7]=1. The yield is 1.00.